Predict which catalyst facilitates the given reaction. From a dataset of Catalyst prediction with 721,799 reactions and 888 catalyst types from USPTO. (1) Reactant: [F:1][CH:2]([F:32])[C:3]1[N:7]([C:8]2[N:13]=[C:12]([N:14]3[CH2:19][CH2:18][O:17][CH2:16][CH2:15]3)[N:11]=[C:10]([NH:20][C@H:21]3[CH2:26][CH2:25][C@H:24]([NH2:27])[CH2:23][CH2:22]3)[N:9]=2)[C:6]2[CH:28]=[CH:29][CH:30]=[CH:31][C:5]=2[N:4]=1.C(N(CC)CC)C.[CH2:40]([S:43](Cl)(=[O:45])=[O:44])[CH2:41][CH3:42].O. Product: [F:32][CH:2]([F:1])[C:3]1[N:7]([C:8]2[N:13]=[C:12]([N:14]3[CH2:15][CH2:16][O:17][CH2:18][CH2:19]3)[N:11]=[C:10]([NH:20][C@H:21]3[CH2:22][CH2:23][C@H:24]([NH:27][S:43]([CH2:40][CH2:41][CH3:42])(=[O:45])=[O:44])[CH2:25][CH2:26]3)[N:9]=2)[C:6]2[CH:28]=[CH:29][CH:30]=[CH:31][C:5]=2[N:4]=1. The catalyst class is: 4. (2) Reactant: [Br:1][C:2]1[C:3]([N:10]([CH:12]2[CH2:16][CH2:15][CH2:14][CH2:13]2)[NH2:11])=[N:4][C:5]([C:8]#[N:9])=[N:6][CH:7]=1.[Cl:17][CH2:18][C:19]1[CH:20]=[C:21]([CH:25]=[CH:26][CH:27]=1)[C:22](Cl)=[O:23].CCN(C(C)C)C(C)C. Product: [Br:1][C:2]1[C:3]([N:10]([CH:12]2[CH2:13][CH2:14][CH2:15][CH2:16]2)[NH:11][C:22](=[O:23])[C:21]2[CH:25]=[CH:26][CH:27]=[C:19]([CH2:18][Cl:17])[CH:20]=2)=[N:4][C:5]([C:8]#[N:9])=[N:6][CH:7]=1. The catalyst class is: 1. (3) Reactant: [C:1](Cl)(=[O:3])[CH3:2].[NH2:5][C@H:6]([C:8]1[CH:13]=[C:12]([Cl:14])[CH:11]=[CH:10][C:9]=1[CH:15]1[CH2:20][CH2:19][N:18]([C:21]([O:23][C:24]([CH3:27])([CH3:26])[CH3:25])=[O:22])[CH2:17][CH2:16]1)[CH3:7].C(N(CC)CC)C.O. The catalyst class is: 2. Product: [C:1]([NH:5][C@H:6]([C:8]1[CH:13]=[C:12]([Cl:14])[CH:11]=[CH:10][C:9]=1[CH:15]1[CH2:20][CH2:19][N:18]([C:21]([O:23][C:24]([CH3:26])([CH3:25])[CH3:27])=[O:22])[CH2:17][CH2:16]1)[CH3:7])(=[O:3])[CH3:2]. (4) Reactant: C([O:3][C:4](=[O:27])[CH2:5][CH2:6][CH2:7][O:8][C:9]1[C:14]([F:15])=[CH:13][C:12]([C:16]2[C:17]([S:22][CH2:23][CH2:24][CH3:25])=[N:18][CH:19]=[CH:20][CH:21]=2)=[CH:11][C:10]=1[F:26])C.[OH-].[Na+]. Product: [F:26][C:10]1[CH:11]=[C:12]([C:16]2[C:17]([S:22][CH2:23][CH2:24][CH3:25])=[N:18][CH:19]=[CH:20][CH:21]=2)[CH:13]=[C:14]([F:15])[C:9]=1[O:8][CH2:7][CH2:6][CH2:5][C:4]([OH:27])=[O:3]. The catalyst class is: 87. (5) Reactant: [C:1]([C:5]1[CH:10]=[CH:9][C:8]([C:11]2[N:15]([CH2:16][C:17]3[CH:22]=[CH:21][CH:20]=[CH:19][CH:18]=3)[N:14]=[C:13]([C:23](=O)[CH3:24])[C:12]=2[OH:26])=[CH:7][CH:6]=1)([CH3:4])([CH3:3])[CH3:2].[NH:27]([C:29]([NH:31][C:32]1[CH:40]=[CH:39][C:35]([C:36]([OH:38])=[O:37])=[CH:34][CH:33]=1)=[S:30])[NH2:28].CN(C)C=O. Product: [C:1]([C:5]1[CH:6]=[CH:7][C:8]([C:11]2[N:15]([CH2:16][C:17]3[CH:18]=[CH:19][CH:20]=[CH:21][CH:22]=3)[N:14]=[C:13]([C:23](=[N:28][NH:27][C:29]([NH:31][C:32]3[CH:40]=[CH:39][C:35]([C:36]([OH:38])=[O:37])=[CH:34][CH:33]=3)=[S:30])[CH3:24])[C:12]=2[OH:26])=[CH:9][CH:10]=1)([CH3:4])([CH3:3])[CH3:2]. The catalyst class is: 126.